This data is from Full USPTO retrosynthesis dataset with 1.9M reactions from patents (1976-2016). The task is: Predict the reactants needed to synthesize the given product. (1) Given the product [CH2:44]([O:43][CH:39]([CH2:40][CH:41]=[CH2:42])[CH2:38][CH2:37][OH:36])[CH3:45], predict the reactants needed to synthesize it. The reactants are: [F-].C([N+](CCCC)(CCCC)CCCC)CCC.C([Si]([O:36][CH2:37][CH2:38][CH:39]([O:43][CH2:44][CH3:45])[CH2:40][CH:41]=[CH2:42])(C1C=CC=CC=1)C1C=CC=CC=1)(C)(C)C. (2) Given the product [CH:25]([C:2]1[C:3]([O:8][C@H:9]2[CH2:13][N:12]([C:14]([O:16][C:17]([CH3:20])([CH3:19])[CH3:18])=[O:15])[C@H:11]([C:21]([O:23][CH3:24])=[O:22])[CH2:10]2)=[N:4][CH:5]=[CH:6][CH:7]=1)=[CH2:26], predict the reactants needed to synthesize it. The reactants are: Br[C:2]1[C:3]([O:8][C@H:9]2[CH2:13][N:12]([C:14]([O:16][C:17]([CH3:20])([CH3:19])[CH3:18])=[O:15])[C@H:11]([C:21]([O:23][CH3:24])=[O:22])[CH2:10]2)=[N:4][CH:5]=[CH:6][CH:7]=1.[CH:25]([B-](F)(F)F)=[CH2:26].[K+]. (3) Given the product [C:8]1([CH3:18])[CH:13]=[CH:12][C:11]([CH2:14][C:15]([NH:1][N:2]2[CH2:6][CH2:5][O:4][C:3]2=[O:7])=[O:16])=[CH:10][CH:9]=1, predict the reactants needed to synthesize it. The reactants are: [NH2:1][N:2]1[CH2:6][CH2:5][O:4][C:3]1=[O:7].[C:8]1([CH3:18])[CH:13]=[CH:12][C:11]([CH2:14][C:15](Cl)=[O:16])=[CH:10][CH:9]=1. (4) Given the product [Br:1][C:2]1[CH:7]=[CH:6][C:5]([C:8](=[N:18][Si:15]([CH3:17])([CH3:16])[CH3:14])[C:9]([F:12])([F:11])[F:10])=[CH:4][CH:3]=1, predict the reactants needed to synthesize it. The reactants are: [Br:1][C:2]1[CH:7]=[CH:6][C:5]([C:8](=O)[C:9]([F:12])([F:11])[F:10])=[CH:4][CH:3]=1.[CH3:14][Si:15]([NH-:18])([CH3:17])[CH3:16].[CH3:14][Si:15]([NH-:18])([CH3:17])[CH3:16].[Li+].[Li+].